This data is from Cav3 T-type calcium channel HTS with 100,875 compounds. The task is: Binary Classification. Given a drug SMILES string, predict its activity (active/inactive) in a high-throughput screening assay against a specified biological target. (1) The drug is O=C1CC(CC=2N=c3[nH][nH]c(c3C(C12)c1ccccc1)C)(C)C. The result is 0 (inactive). (2) The compound is Clc1cc(NC(=O)CN(S(=O)(=O)c2c(OC)ccc(OC)c2)C)c(OC)cc1. The result is 0 (inactive). (3) The drug is Fc1ccc(N2CCN(CC2)C(=O)c2oc(cc2)C(=O)c2ccccc2)cc1. The result is 0 (inactive). (4) The compound is O1C(CCC1)CNC(=O)c1cc2OCOc2cc1. The result is 0 (inactive). (5) The compound is s1c2nccc(Nc3ccccc3)c2c(N)c1C(=O)N. The result is 0 (inactive). (6) The result is 0 (inactive). The compound is O1CCN(CC1)c1c([N+]([O-])=O)cc(cc1)C(=O)Nc1ccc(c2oc3c(n2)cccc3)cc1. (7) The result is 0 (inactive). The compound is Clc1c(NC(=O)NC2(CCCCC2)C(=O)N2CCN(CC2)C)cccc1.